From a dataset of PAMPA (Parallel Artificial Membrane Permeability Assay) permeability data from NCATS. Regression/Classification. Given a drug SMILES string, predict its absorption, distribution, metabolism, or excretion properties. Task type varies by dataset: regression for continuous measurements (e.g., permeability, clearance, half-life) or binary classification for categorical outcomes (e.g., BBB penetration, CYP inhibition). Dataset: pampa_ncats. (1) The molecule is CCOC(=O)N1CCN(CC1)CC2=NC3=C(N2CC4=CC=CC(=C4)C)C(=O)N(C(=O)N3C)C. The result is 1 (high permeability). (2) The result is 1 (high permeability). The molecule is CC1=CC(=CC=C1)NC(=O)C2=C3NC(=C(C(N3N=C2)C4=CC=CC=C4Cl)C(=O)NC5=CC=CC=C5OC)C. (3) The result is 0 (low-to-moderate permeability). The drug is CN1CCN(CC1)C2=C(C=C(C=C2)C3=CC=CC(=C3)CN4CCOCC4)NC(=O)C5=CNC(=O)C=C5C(F)(F)F. (4) The compound is COC1=C(C=C(C=C1)C2=CC3=NC=CN3C(=N2)NC4=C(C=CC=N4)C(=O)N)OC. The result is 1 (high permeability).